Dataset: Full USPTO retrosynthesis dataset with 1.9M reactions from patents (1976-2016). Task: Predict the reactants needed to synthesize the given product. (1) Given the product [Br:1][C:2]1[CH:3]=[CH:4][C:5]2[S:9](=[O:10])(=[O:11])[N:8]([CH:24]3[CH2:29][CH2:28][N:27]([C:30]([O:32][C:33]([CH3:36])([CH3:35])[CH3:34])=[O:31])[CH2:26][CH2:25]3)[CH2:7][C:6]=2[CH:12]=1, predict the reactants needed to synthesize it. The reactants are: [Br:1][C:2]1[CH:3]=[CH:4][C:5]2[S:9](=[O:11])(=[O:10])[NH:8][CH2:7][C:6]=2[CH:12]=1.C([O-])([O-])=O.[K+].[K+].CS(O[CH:24]1[CH2:29][CH2:28][N:27]([C:30]([O:32][C:33]([CH3:36])([CH3:35])[CH3:34])=[O:31])[CH2:26][CH2:25]1)(=O)=O. (2) Given the product [C:1]([O:5][C:6](=[O:26])[NH:7][C:8]1[CH:13]=[C:12]([Cl:14])[C:11]([C:15]2[S:16][C:17]3[C:18]([NH:34][C:30]4[CH:29]=[C:28]([CH3:27])[N:33]=[CH:32][N:31]=4)=[N:19][CH:20]=[CH:21][C:22]=3[N:23]=2)=[C:10]([Cl:25])[CH:9]=1)([CH3:3])([CH3:4])[CH3:2], predict the reactants needed to synthesize it. The reactants are: [C:1]([O:5][C:6](=[O:26])[NH:7][C:8]1[CH:13]=[C:12]([Cl:14])[C:11]([C:15]2[S:16][C:17]3[C:18](Cl)=[N:19][CH:20]=[CH:21][C:22]=3[N:23]=2)=[C:10]([Cl:25])[CH:9]=1)([CH3:4])([CH3:3])[CH3:2].[CH3:27][C:28]1[N:33]=[CH:32][N:31]=[C:30]([NH2:34])[CH:29]=1.CC1(C)C2C(=C(P(C3C=CC=CC=3)C3C=CC=CC=3)C=CC=2)OC2C(P(C3C=CC=CC=3)C3C=CC=CC=3)=CC=CC1=2.C([O-])([O-])=O.[Cs+].[Cs+].